Dataset: CYP1A2 inhibition data for predicting drug metabolism from PubChem BioAssay. Task: Regression/Classification. Given a drug SMILES string, predict its absorption, distribution, metabolism, or excretion properties. Task type varies by dataset: regression for continuous measurements (e.g., permeability, clearance, half-life) or binary classification for categorical outcomes (e.g., BBB penetration, CYP inhibition). Dataset: cyp1a2_veith. (1) The compound is CCOC(=O)C1=C(O)C(=O)N(c2ccc(S(N)(=O)=O)cc2)C1c1ccc(OC)cc1. The result is 0 (non-inhibitor). (2) The drug is COc1ccc(/C=C(\C#N)C(N)=O)cc1OC. The result is 1 (inhibitor). (3) The result is 0 (non-inhibitor). The molecule is CC(C)NC(=O)N1CCC2(CC1)CCN(S(C)(=O)=O)CC2. (4) The drug is COC(=O)C1C(O)=C(C=NCc2ccccc2)C(=O)CC1(C)C. The result is 0 (non-inhibitor). (5) The compound is CCOC(=O)CSc1cc(CS(=O)c2ccc(Cl)cc2)nc(-c2ccccc2)n1. The result is 1 (inhibitor).